This data is from Forward reaction prediction with 1.9M reactions from USPTO patents (1976-2016). The task is: Predict the product of the given reaction. Given the reactants C([S:4][CH2:5][CH:6]([CH2:17][CH:18]([CH3:20])[CH3:19])[C:7]([O:9][CH2:10][C:11]1[CH:16]=[CH:15][CH:14]=[CH:13][CH:12]=1)=[O:8])(=O)C.[OH2:21].[Cl-:22].C(O)(=[O:25])C, predict the reaction product. The product is: [Cl:22][S:4]([CH2:5][CH:6]([CH2:17][CH:18]([CH3:20])[CH3:19])[C:7]([O:9][CH2:10][C:11]1[CH:16]=[CH:15][CH:14]=[CH:13][CH:12]=1)=[O:8])(=[O:25])=[O:21].